The task is: Regression/Classification. Given a drug SMILES string, predict its toxicity properties. Task type varies by dataset: regression for continuous values (e.g., LD50, hERG inhibition percentage) or binary classification for toxic/non-toxic outcomes (e.g., AMES mutagenicity, cardiotoxicity, hepatotoxicity). Dataset: herg_karim.. This data is from hERG potassium channel inhibition data for cardiac toxicity prediction from Karim et al.. (1) The drug is C[C@@H](Oc1nnc(-c2ccncc2)n1C)c1noc(-c2cccc(Cl)c2)n1. The result is 0 (non-blocker). (2) The molecule is COC1COCCC1N[C@@H]1C[C@H]2CN(C(=O)/C=C/c3ccccc3)C[C@@]2(C(=O)N2CCc3ncc(C(F)(F)F)cc3C2)C1. The result is 0 (non-blocker). (3) The molecule is Cc1ccc(S(=O)(=O)N2Cc3ccc(/C=C/C(=O)NO)cc3C2)cc1. The result is 0 (non-blocker). (4) The compound is Cc1cc2[nH]c(C3CCN(CCn4c(=O)ccc5ncc(Oc6ccc(S(N)(=O)=O)cc6)cc54)CC3)nc2cc1C#N. The result is 0 (non-blocker). (5) The drug is O=S(=O)(NCCCN1CCN(c2nsc3ccccc23)CC1)c1cc2ccc(Cl)cc2s1. The result is 0 (non-blocker). (6) The compound is COc1c(N2CCC(CN)C2)c(F)cc2c(=O)c(C(=O)O)cn(C3CC3)c12. The result is 0 (non-blocker). (7) The molecule is CC(c1cccc(C(F)(F)F)c1)N1CCN(CCN2Cc3ccccc3C2)C1=O. The result is 1 (blocker).